This data is from Experimentally validated miRNA-target interactions with 360,000+ pairs, plus equal number of negative samples. The task is: Binary Classification. Given a miRNA mature sequence and a target amino acid sequence, predict their likelihood of interaction. (1) The miRNA is hsa-miR-519a-3p with sequence AAAGUGCAUCCUUUUAGAGUGU. The protein sequence of the target gene is MRFTFPLMAIVLEIAMIVLFGLFVEYETDQTVLEQLNITKPTDMGIFFELYPLFQDVHVMIFVGFGFLMTFLKKYGFSSVGINLLVAALGLQWGTIVQGILQSQGQKFNIGIKNMINADFSAATVLISFGAVLGKTSPTQMLIMTILEIVFFAHNEYLVSEIFKASDIGASMTIHAFGAYFGLAVAGILYRSGLRKGHENEESAYYSDLFAMIGTLFLWMFWPSFNSAIAEPGDKQCRAIVNTYFSLAACVLTAFAFSSLVEHRGKLNMVHIQNATLAGGVAVGTCADMAIHPFGSMIIG.... Result: 0 (no interaction). (2) The miRNA is mmu-miR-369-3p with sequence AAUAAUACAUGGUUGAUCUUU. The protein sequence of the target gene is MTSVWKRLQRVGKRAAKFQFVACYHELVLECTKKWQPDKLVVVWTRRNRRICSKAHSWQPGIQNPYRGTVVWMVPENVDISVTLYRDPHVDQYETKEWTFIIENESKGQRKVLATVDVNLAHHAGPVPAQVPLRLRLKPKSVKVVHAELSLTLSGVLLREGRATDDDMQSLASLMSVKPSDVGNLDDFAESDEEEANGPGAPEVRTRGPQSDLSRELKTLCEEEDEGHIRPQQAAARPSSAEDTSPAPVSAPAPPVRAFRGQGSEPAAITGGQVGPETPEPPPSPPETRSTGQPGQTMVP.... Result: 0 (no interaction).